This data is from NCI-60 drug combinations with 297,098 pairs across 59 cell lines. The task is: Regression. Given two drug SMILES strings and cell line genomic features, predict the synergy score measuring deviation from expected non-interaction effect. (1) Drug 1: CN1CCC(CC1)COC2=C(C=C3C(=C2)N=CN=C3NC4=C(C=C(C=C4)Br)F)OC. Drug 2: CC1=C2C(C(=O)C3(C(CC4C(C3C(C(C2(C)C)(CC1OC(=O)C(C(C5=CC=CC=C5)NC(=O)OC(C)(C)C)O)O)OC(=O)C6=CC=CC=C6)(CO4)OC(=O)C)O)C)O. Cell line: HOP-92. Synergy scores: CSS=35.9, Synergy_ZIP=-4.79, Synergy_Bliss=-1.29, Synergy_Loewe=0.823, Synergy_HSA=2.51. (2) Drug 1: CCC1(CC2CC(C3=C(CCN(C2)C1)C4=CC=CC=C4N3)(C5=C(C=C6C(=C5)C78CCN9C7C(C=CC9)(C(C(C8N6C=O)(C(=O)OC)O)OC(=O)C)CC)OC)C(=O)OC)O.OS(=O)(=O)O. Drug 2: C1CC(C1)(C(=O)O)C(=O)O.[NH2-].[NH2-].[Pt+2]. Cell line: IGROV1. Synergy scores: CSS=27.3, Synergy_ZIP=-8.68, Synergy_Bliss=-3.23, Synergy_Loewe=-1.67, Synergy_HSA=-1.56.